Dataset: Catalyst prediction with 721,799 reactions and 888 catalyst types from USPTO. Task: Predict which catalyst facilitates the given reaction. (1) Reactant: [CH3:1][N:2]([CH3:16])[CH2:3][CH2:4][N:5]([CH3:15])[C:6]1[CH:11]=[CH:10][C:9]([N+:12]([O-])=O)=[CH:8][CH:7]=1. Product: [CH3:1][N:2]([CH3:16])[CH2:3][CH2:4][N:5]([CH3:15])[C:6]1[CH:11]=[CH:10][C:9]([NH2:12])=[CH:8][CH:7]=1. The catalyst class is: 19. (2) Reactant: CO[C:3]([C:5]1[CH:14]=[CH:13][C:8]2[N:9]=[C:10]([CH3:12])[NH:11][C:7]=2[CH:6]=1)=[O:4].[CH2:15]1[CH2:19]OCC1.[CH2:20]([Mg]Br)[CH3:21]. Product: [CH3:12][C:10]1[NH:11][C:7]2[CH:6]=[C:5]([C:3]([OH:4])([CH2:20][CH3:21])[CH2:15][CH3:19])[CH:14]=[CH:13][C:8]=2[N:9]=1. The catalyst class is: 6. (3) Reactant: C(=O)(O)O.[NH2:5][C:6]([NH2:8])=[NH:7].[C:9]([CH2:11][C:12]1[CH:13]=[CH:14][C:15]([O:27][CH3:28])=[C:16]([CH:26]=1)[CH2:17][CH:18]([C:23](=O)[CH3:24])[C:19](OC)=[O:20])#[N:10]. Product: [NH2:7][C:6]1[N:8]=[C:19]([OH:20])[C:18]([CH2:17][C:16]2[CH:26]=[C:12]([CH2:11][C:9]#[N:10])[CH:13]=[CH:14][C:15]=2[O:27][CH3:28])=[C:23]([CH3:24])[N:5]=1. The catalyst class is: 5. (4) Product: [OH:19][C:14]1[CH:15]=[CH:16][CH:17]=[CH:18][C:13]=1[C:4]1[N:3]=[C:2]([N:20]2[CH2:21][CH2:22][CH:23]([NH:26][C:27](=[O:33])[O:28][C:29]([CH3:31])([CH3:30])[CH3:32])[CH2:24][CH2:25]2)[C:11]2[C:6](=[CH:7][C:8]([CH3:12])=[CH:9][CH:10]=2)[N:5]=1. The catalyst class is: 2. Reactant: Cl[C:2]1[C:11]2[C:6](=[CH:7][C:8]([CH3:12])=[CH:9][CH:10]=2)[N:5]=[C:4]([C:13]2[CH:18]=[CH:17][CH:16]=[CH:15][C:14]=2[OH:19])[N:3]=1.[NH:20]1[CH2:25][CH2:24][CH:23]([NH:26][C:27](=[O:33])[O:28][C:29]([CH3:32])([CH3:31])[CH3:30])[CH2:22][CH2:21]1.C(N(CC)CC)C. (5) Reactant: [CH3:1][C:2]12[O:9][CH:6]([CH2:7][CH2:8]1)[C:5](=O)[CH2:4][C:3]2=[O:11].P(Cl)(Cl)(Cl)(Cl)[Cl:13]. Product: [Cl:13][C:5]1[CH:6]2[O:9][C:2]([CH3:1])([CH2:8][CH2:7]2)[C:3](=[O:11])[CH:4]=1. The catalyst class is: 22. (6) Reactant: [F:1][C:2]1[CH:3]=[C:4]([CH:9]=[C:10]([O:14][CH2:15][C:16]2[CH:21]=[CH:20][CH:19]=[CH:18][CH:17]=2)[C:11]=1[O:12][CH3:13])[C:5](OC)=[O:6].[H-].[Al+3].[Li+].[H-].[H-].[H-].[OH-].[Na+].S([O-])([O-])(=O)=O.[Mg+2]. Product: [F:1][C:2]1[CH:3]=[C:4]([CH2:5][OH:6])[CH:9]=[C:10]([O:14][CH2:15][C:16]2[CH:17]=[CH:18][CH:19]=[CH:20][CH:21]=2)[C:11]=1[O:12][CH3:13]. The catalyst class is: 476. (7) Reactant: [NH2:1][C:2]1[S:6][C:5]([C:7]([O:9][CH2:10][C:11]2[CH:16]=[CH:15][CH:14]=[CH:13][CH:12]=2)=[O:8])=[C:4]([CH3:17])[C:3]=1[C:18]([O:20][C:21]([CH3:24])([CH3:23])[CH3:22])=[O:19].[C:25](Cl)(=[O:27])[CH3:26]. Product: [C:25]([NH:1][C:2]1[S:6][C:5]([C:7]([O:9][CH2:10][C:11]2[CH:16]=[CH:15][CH:14]=[CH:13][CH:12]=2)=[O:8])=[C:4]([CH3:17])[C:3]=1[C:18]([O:20][C:21]([CH3:24])([CH3:23])[CH3:22])=[O:19])(=[O:27])[CH3:26]. The catalyst class is: 17.